Regression. Given a peptide amino acid sequence and an MHC pseudo amino acid sequence, predict their binding affinity value. This is MHC class II binding data. From a dataset of Peptide-MHC class II binding affinity with 134,281 pairs from IEDB. (1) The peptide sequence is KSIIIPFIAYFVLMH. The MHC is HLA-DQA10401-DQB10402 with pseudo-sequence HLA-DQA10401-DQB10402. The binding affinity (normalized) is 0. (2) The MHC is DRB1_1101 with pseudo-sequence DRB1_1101. The peptide sequence is HTMWHVTRGAFLVRN. The binding affinity (normalized) is 0.834.